Dataset: Full USPTO retrosynthesis dataset with 1.9M reactions from patents (1976-2016). Task: Predict the reactants needed to synthesize the given product. Given the product [OH:6][CH2:7][C:8]([C:11]1[CH:15]=[C:14]([NH:16][C:17](=[O:32])[C:18]([CH3:31])([S:20]([CH2:23][CH:24]2[CH2:25][CH2:26][C:27](=[O:30])[CH2:28][CH2:29]2)(=[O:22])=[O:21])[CH3:19])[O:13][N:12]=1)([CH3:10])[CH3:9], predict the reactants needed to synthesize it. The reactants are: C([Si](C1C=CC=CC=1)(C1C=CC=CC=1)[O:6][CH2:7][C:8]([C:11]1[CH:15]=[C:14]([NH:16][C:17](=[O:32])[C:18]([CH3:31])([S:20]([CH2:23][CH:24]2[CH2:29][CH2:28][C:27](=[O:30])[CH2:26][CH2:25]2)(=[O:22])=[O:21])[CH3:19])[O:13][N:12]=1)([CH3:10])[CH3:9])(C)(C)C.[F-].C([N+](CCCC)(CCCC)CCCC)CCC.